This data is from Full USPTO retrosynthesis dataset with 1.9M reactions from patents (1976-2016). The task is: Predict the reactants needed to synthesize the given product. Given the product [CH3:1][O:2][C:3]1[CH:18]=[CH:17][C:6]([CH2:7][O:8][C:9]2[CH:14]=[C:13]([B:24]([OH:29])[OH:25])[CH:12]=[CH:11][C:10]=2[Cl:16])=[CH:5][CH:4]=1, predict the reactants needed to synthesize it. The reactants are: [CH3:1][O:2][C:3]1[CH:18]=[CH:17][C:6]([CH2:7][O:8][C:9]2[CH:14]=[C:13](I)[CH:12]=[CH:11][C:10]=2[Cl:16])=[CH:5][CH:4]=1.C([Mg]Cl)(C)C.[B:24](OC(C)C)([O:29]C(C)C)[O:25]C(C)C.Cl.